This data is from Catalyst prediction with 721,799 reactions and 888 catalyst types from USPTO. The task is: Predict which catalyst facilitates the given reaction. (1) Reactant: Br[C:2]1[CH:3]=[C:4]2[C:9](=[CH:10][CH:11]=1)[C:8]([N:12]1[CH2:17][CH2:16][O:15][CH2:14][CH2:13]1)=[N:7][N:6]=[CH:5]2.[CH3:18][C:19]1[CH:27]=[CH:26][C:22]([C:23]([OH:25])=[O:24])=[CH:21][C:20]=1B1OC(C)(C)C(C)(C)O1.C(=O)([O-])[O-].[Na+].[Na+].O. Product: [CH3:18][C:19]1[CH:27]=[CH:26][C:22]([C:23]([OH:25])=[O:24])=[CH:21][C:20]=1[C:2]1[CH:3]=[C:4]2[C:9](=[CH:10][CH:11]=1)[C:8]([N:12]1[CH2:17][CH2:16][O:15][CH2:14][CH2:13]1)=[N:7][N:6]=[CH:5]2. The catalyst class is: 653. (2) Reactant: [F:1][C:2]1[CH:7]=[CH:6][C:5](/[C:8](/[C:21]([NH:23][CH:24]2[CH2:26][CH2:25]2)=[O:22])=[CH:9]\[C:10]2[CH:15]=[CH:14][C:13]([CH:16]=[CH:17][C:18](O)=[O:19])=[CH:12][CH:11]=2)=[CH:4][CH:3]=1.CN(C=O)C.C1C=CC2N(O)N=NC=2C=1.Cl.[CH3:43][O:44][C:45](=[O:54])[C:46]1[CH:51]=[CH:50][C:49]([CH2:52][NH2:53])=[CH:48][CH:47]=1.C(N(CC)CC)C. Product: [CH:24]1([NH:23][C:21](=[O:22])/[C:8](/[C:5]2[CH:4]=[CH:3][C:2]([F:1])=[CH:7][CH:6]=2)=[CH:9]/[C:10]2[CH:15]=[CH:14][C:13]([CH:16]=[CH:17][C:18]([NH:53][CH2:52][C:49]3[CH:50]=[CH:51][C:46]([C:45]([O:44][CH3:43])=[O:54])=[CH:47][CH:48]=3)=[O:19])=[CH:12][CH:11]=2)[CH2:25][CH2:26]1. The catalyst class is: 6. (3) Reactant: [OH:1][C:2]1[C:7]([OH:8])=[CH:6][CH:5]=[CH:4][N:3]=1.[CH3:9][O:10][C:11]1[CH:17]=[CH:16][C:14]([NH2:15])=[CH:13][CH:12]=1. Product: [CH3:9][O:10][C:11]1[CH:17]=[CH:16][C:14]([NH:15][C:5]2[C:4]([NH:15][C:14]3[CH:16]=[CH:17][C:11]([O:10][CH3:9])=[CH:12][CH:13]=3)=[N:3][C:2](=[O:1])[C:7](=[O:8])[CH:6]=2)=[CH:13][CH:12]=1. The catalyst class is: 283. (4) Reactant: [OH-].[Na+].[O:3]1[C:7]2([CH2:12][CH2:11][C:10](=[CH:13][C:14]3[CH:24]=[CH:23][C:17]([C:18]([O:20]CC)=[O:19])=[CH:16][CH:15]=3)[CH2:9][CH2:8]2)[O:6][CH2:5][CH2:4]1.Cl. Product: [O:3]1[C:7]2([CH2:12][CH2:11][C:10](=[CH:13][C:14]3[CH:15]=[CH:16][C:17]([C:18]([OH:20])=[O:19])=[CH:23][CH:24]=3)[CH2:9][CH2:8]2)[O:6][CH2:5][CH2:4]1. The catalyst class is: 97.